From a dataset of Full USPTO retrosynthesis dataset with 1.9M reactions from patents (1976-2016). Predict the reactants needed to synthesize the given product. (1) Given the product [CH3:1][O:2][C:3](=[O:26])[CH2:4][C:5]1[C:14]([CH3:15])=[C:13]([C:28]2[CH:33]=[CH:32][C:31]([S:34][C:35]3[C:40]([F:41])=[CH:39][CH:38]=[CH:37][C:36]=3[F:42])=[CH:30][CH:29]=2)[C:12]2[C:7](=[CH:8][CH:9]=[C:10]([F:25])[CH:11]=2)[CH:6]=1, predict the reactants needed to synthesize it. The reactants are: [CH3:1][O:2][C:3](=[O:26])[CH2:4][C:5]1[C:14]([CH3:15])=[C:13](B2OC(C)(C)C(C)(C)O2)[C:12]2[C:7](=[CH:8][CH:9]=[C:10]([F:25])[CH:11]=2)[CH:6]=1.Br[C:28]1[CH:33]=[CH:32][C:31]([S:34][C:35]2[C:40]([F:41])=[CH:39][CH:38]=[CH:37][C:36]=2[F:42])=[CH:30][CH:29]=1.C(=O)([O-])[O-].[Na+].[Na+].O. (2) Given the product [C:24]1([C:50]2[CH:51]=[CH:52][CH:53]=[CH:54][CH:55]=2)[CH:29]=[CH:28][CH:27]=[CH:26][C:25]=1/[CH:30]=[CH:18]/[C:17]1[CH:16]=[C:15]([CH2:14][CH2:13][CH2:12][N:3]2[C:4](=[O:11])[C:5]3[C:10](=[CH:9][CH:8]=[CH:7][CH:6]=3)[C:2]2=[O:1])[CH:22]=[CH:21][CH:20]=1, predict the reactants needed to synthesize it. The reactants are: [O:1]=[C:2]1[C:10]2[C:5](=[CH:6][CH:7]=[CH:8][CH:9]=2)[C:4](=[O:11])[N:3]1[CH2:12][CH2:13][CH2:14][C:15]1[CH:16]=[C:17]([CH:20]=[CH:21][CH:22]=1)[CH:18]=O.[Br-].[C:24]1([C:50]2[CH:55]=[CH:54][CH:53]=[CH:52][CH:51]=2)[CH:29]=[CH:28][CH:27]=[CH:26][C:25]=1[CH2:30][P+](C1C=CC=CC=1)(C1C=CC=CC=1)C1C=CC=CC=1.